This data is from Forward reaction prediction with 1.9M reactions from USPTO patents (1976-2016). The task is: Predict the product of the given reaction. (1) The product is: [C:35]([O:34][C:32]([CH2:31][O:3][C:4]1[CH:5]=[C:6]2[C:10](=[CH:11][CH:12]=1)[N:9]([CH2:13][CH2:14][CH2:15][CH2:16][CH3:17])[CH:8]=[C:7]2[C:18]([C:20]1[C:29]2[C:24](=[CH:25][CH:26]=[CH:27][CH:28]=2)[CH:23]=[CH:22][CH:21]=1)=[O:19])=[O:33])([CH3:38])([CH3:37])[CH3:36]. Given the reactants [H-].[Na+].[OH:3][C:4]1[CH:5]=[C:6]2[C:10](=[CH:11][CH:12]=1)[N:9]([CH2:13][CH2:14][CH2:15][CH2:16][CH3:17])[CH:8]=[C:7]2[C:18]([C:20]1[C:29]2[C:24](=[CH:25][CH:26]=[CH:27][CH:28]=2)[CH:23]=[CH:22][CH:21]=1)=[O:19].Br[CH2:31][C:32]([O:34][C:35]([CH3:38])([CH3:37])[CH3:36])=[O:33], predict the reaction product. (2) Given the reactants P(Br)(Br)[Br:2].[CH2:5]([O:7][C:8]([C:10]1([C:13]2[CH:18]=[CH:17][C:16]([C:19]3[CH:24]=[CH:23][C:22]([C:25]4[O:29][N:28]=[C:27]([CH3:30])[C:26]=4[CH2:31]O)=[CH:21][CH:20]=3)=[CH:15][CH:14]=2)[CH2:12][CH2:11]1)=[O:9])[CH3:6].C([O-])(O)=O.[Na+], predict the reaction product. The product is: [CH2:5]([O:7][C:8]([C:10]1([C:13]2[CH:18]=[CH:17][C:16]([C:19]3[CH:24]=[CH:23][C:22]([C:25]4[O:29][N:28]=[C:27]([CH3:30])[C:26]=4[CH2:31][Br:2])=[CH:21][CH:20]=3)=[CH:15][CH:14]=2)[CH2:12][CH2:11]1)=[O:9])[CH3:6]. (3) Given the reactants [C:1]([N:5]1[C:9]2=[N:10][CH:11]=[N:12][C:13]([NH2:14])=[C:8]2[C:7]([C:15]2[CH:20]=[CH:19][C:18]([Cl:21])=[CH:17][CH:16]=2)=[N:6]1)([CH3:4])([CH3:3])[CH3:2].Cl, predict the reaction product. The product is: [ClH:21].[C:1]([N:5]1[C:9]2=[N:10][CH:11]=[N:12][C:13]([NH2:14])=[C:8]2[C:7]([C:15]2[CH:16]=[CH:17][C:18]([Cl:21])=[CH:19][CH:20]=2)=[N:6]1)([CH3:4])([CH3:2])[CH3:3].